This data is from NCI-60 drug combinations with 297,098 pairs across 59 cell lines. The task is: Regression. Given two drug SMILES strings and cell line genomic features, predict the synergy score measuring deviation from expected non-interaction effect. (1) Cell line: SF-295. Synergy scores: CSS=17.2, Synergy_ZIP=-16.4, Synergy_Bliss=-10.6, Synergy_Loewe=-39.9, Synergy_HSA=-6.78. Drug 2: CC1CCC2CC(C(=CC=CC=CC(CC(C(=O)C(C(C(=CC(C(=O)CC(OC(=O)C3CCCCN3C(=O)C(=O)C1(O2)O)C(C)CC4CCC(C(C4)OC)O)C)C)O)OC)C)C)C)OC. Drug 1: C1CC(=O)NC(=O)C1N2CC3=C(C2=O)C=CC=C3N. (2) Drug 1: CC1C(C(=O)NC(C(=O)N2CCCC2C(=O)N(CC(=O)N(C(C(=O)O1)C(C)C)C)C)C(C)C)NC(=O)C3=C4C(=C(C=C3)C)OC5=C(C(=O)C(=C(C5=N4)C(=O)NC6C(OC(=O)C(N(C(=O)CN(C(=O)C7CCCN7C(=O)C(NC6=O)C(C)C)C)C)C(C)C)C)N)C. Drug 2: CC1C(C(CC(O1)OC2CC(CC3=C2C(=C4C(=C3O)C(=O)C5=C(C4=O)C(=CC=C5)OC)O)(C(=O)CO)O)N)O.Cl. Cell line: SK-MEL-2. Synergy scores: CSS=46.7, Synergy_ZIP=16.2, Synergy_Bliss=18.6, Synergy_Loewe=12.2, Synergy_HSA=16.7.